From a dataset of Forward reaction prediction with 1.9M reactions from USPTO patents (1976-2016). Predict the product of the given reaction. (1) Given the reactants [C:1]([O:5][C:6](=[O:17])[NH:7][C:8]1[CH:13]=[C:12]([CH3:14])[C:11]([OH:15])=[CH:10][C:9]=1[CH3:16])([CH3:4])([CH3:3])[CH3:2].C(=O)([O-])[O-].[K+].[K+].Br[CH2:25][CH3:26].O, predict the reaction product. The product is: [C:1]([O:5][C:6](=[O:17])[NH:7][C:8]1[CH:13]=[C:12]([CH3:14])[C:11]([O:15][CH2:25][CH3:26])=[CH:10][C:9]=1[CH3:16])([CH3:4])([CH3:3])[CH3:2]. (2) Given the reactants [NH2:1][C:2]1[CH:10]=[CH:9][C:8]([C:11]([F:14])([F:13])[F:12])=[CH:7][C:3]=1[C:4]([OH:6])=O.Cl.[CH2:16]([S:18]([N:21]1[CH:25]=[CH:24][CH:23]=[C:22]1[CH2:26][NH2:27])(=[O:20])=[O:19])[CH3:17].Cl.ClC1C=CC(S(CC)(=O)=O)=C(C=1)CN, predict the reaction product. The product is: [NH2:1][C:2]1[CH:10]=[CH:9][C:8]([C:11]([F:14])([F:13])[F:12])=[CH:7][C:3]=1[C:4]([NH:27][CH2:26][C:22]1[N:21]([S:18]([CH2:16][CH3:17])(=[O:20])=[O:19])[CH:25]=[CH:24][CH:23]=1)=[O:6]. (3) Given the reactants [CH3:1][C:2]1[CH:3]=[C:4]([CH:8]=[CH:9][C:10]=1[N:11]1[CH2:16][CH2:15][O:14][CH2:13][C:12]1=[O:17])[C:5]([OH:7])=O.[Cl:18][C:19]1[CH:36]=[CH:35][C:22]2[NH:23][C:24]([C@@H:26]([NH2:34])[CH2:27][CH2:28][C:29]3[NH:33][N:32]=[N:31][N:30]=3)=[N:25][C:21]=2[CH:20]=1.CN(C(ON1N=NC2C=CC=CC1=2)=[N+](C)C)C.[B-](F)(F)(F)F.CCN(C(C)C)C(C)C, predict the reaction product. The product is: [Cl:18][C:19]1[CH:36]=[CH:35][C:22]2[NH:23][C:24]([C@@H:26]([NH:34][C:5](=[O:7])[C:4]3[CH:8]=[CH:9][C:10]([N:11]4[CH2:16][CH2:15][O:14][CH2:13][C:12]4=[O:17])=[C:2]([CH3:1])[CH:3]=3)[CH2:27][CH2:28][C:29]3[NH:33][N:32]=[N:31][N:30]=3)=[N:25][C:21]=2[CH:20]=1. (4) Given the reactants [CH3:1][O:2][C:3]1[CH:8]=[CH:7][CH:6]=[CH:5][C:4]=1[NH:9][CH2:10][CH2:11][NH2:12].Cl[C:14]1[C:23]2[C:18](=[CH:19][C:20]([O:26][CH3:27])=[C:21]([O:24][CH3:25])[CH:22]=2)[N:17]=[C:16]([CH:28]2[CH2:30][CH2:29]2)[N:15]=1.C([O-])([O-])=O.[K+].[K+], predict the reaction product. The product is: [CH:28]1([C:16]2[N:15]=[CH:14][C:23]3[C:18](=[CH:19][C:20]([O:26][CH3:27])=[C:21]([O:24][CH3:25])[C:22]=3[NH:12][CH2:11][CH2:10][NH:9][C:4]3[CH:5]=[CH:6][CH:7]=[CH:8][C:3]=3[O:2][CH3:1])[N:17]=2)[CH2:30][CH2:29]1. (5) Given the reactants [F:1][C:2]1[CH:7]=[C:6](B2OC(C)(C)C(C)(C)O2)[C:5]([F:17])=[CH:4][C:3]=1[Si:18]([CH3:21])([CH3:20])[CH3:19].[NH2:22][C:23]1[CH:28]=[C:27](Cl)[N:26]=[C:25]([C:30]([O:32][CH3:33])=[O:31])[C:24]=1[Cl:34].C(=O)([O-])[O-].[Na+].[Na+].C(#N)C, predict the reaction product. The product is: [NH2:22][C:23]1[CH:28]=[C:27]([C:6]2[CH:7]=[C:2]([F:1])[C:3]([Si:18]([CH3:19])([CH3:20])[CH3:21])=[CH:4][C:5]=2[F:17])[N:26]=[C:25]([C:30]([O:32][CH3:33])=[O:31])[C:24]=1[Cl:34].